Dataset: Catalyst prediction with 721,799 reactions and 888 catalyst types from USPTO. Task: Predict which catalyst facilitates the given reaction. (1) Reactant: [Br:1][C:2]1[CH:11]=[CH:10][C:9]2[N:8]=[CH:7][C:6]3[NH:12][C:13](=[O:26])[N:14]([C:15]4[CH:20]=[CH:19][C:18]([C:21]([CH3:25])([CH3:24])[C:22]#[N:23])=[CH:17][CH:16]=4)[C:5]=3[C:4]=2[CH:3]=1.[F-].[K+].[CH2:29]([N:32]=[C:33]=[O:34])[CH:30]=[CH2:31].O. Product: [CH2:29]([NH:32][C:33]([N:12]1[C:6]2[CH:7]=[N:8][C:9]3[CH:10]=[CH:11][C:2]([Br:1])=[CH:3][C:4]=3[C:5]=2[N:14]([C:15]2[CH:20]=[CH:19][C:18]([C:21]([C:22]#[N:23])([CH3:24])[CH3:25])=[CH:17][CH:16]=2)[C:13]1=[O:26])=[O:34])[CH:30]=[CH2:31]. The catalyst class is: 48. (2) Reactant: CN(C(ON1N=NC2C=CC=NC1=2)=[N+](C)C)C.F[P-](F)(F)(F)(F)F.Cl.[F:26][C:27]1[CH:28]=[CH:29][C:30]([CH3:40])=[C:31]2[C:35]=1[NH:34][C:33]([CH3:36])=[C:32]2[CH2:37][CH2:38][NH2:39].[F:41][C:42]1[CH:47]=[CH:46][C:45]([S:48][CH2:49][C:50](O)=[O:51])=[CH:44][CH:43]=1.C(N(C(C)C)C(C)C)C.C(=O)(O)[O-]. Product: [F:26][C:27]1[CH:28]=[CH:29][C:30]([CH3:40])=[C:31]2[C:35]=1[NH:34][C:33]([CH3:36])=[C:32]2[CH2:37][CH2:38][NH:39][C:50](=[O:51])[CH2:49][S:48][C:45]1[CH:46]=[CH:47][C:42]([F:41])=[CH:43][CH:44]=1. The catalyst class is: 9. (3) Reactant: Cl[C:2]1[CH:3]=[CH:4][C:5]([N+:9]([O-:11])=[O:10])=[C:6]([CH:8]=1)[NH2:7].[CH2:12]([N:16]1[CH2:21][CH2:20][NH:19][CH2:18][CH2:17]1)[CH2:13][CH2:14][CH3:15].C(=O)([O-])[O-].[K+].[K+].O. Product: [CH2:12]([N:16]1[CH2:21][CH2:20][N:19]([C:2]2[CH:3]=[CH:4][C:5]([N+:9]([O-:11])=[O:10])=[C:6]([NH2:7])[CH:8]=2)[CH2:18][CH2:17]1)[CH2:13][CH2:14][CH3:15]. The catalyst class is: 80. (4) Reactant: Br[C:2]1[CH:3]=[C:4]2[C:9](=[CH:10][CH:11]=1)[CH2:8][CH2:7][CH2:6][CH2:5]2.C([Li])CCC.[B:17](OC(C)C)([O:22]C(C)C)[O:18]C(C)C.[Cl-].[NH4+]. Product: [CH:3]1[C:4]2[CH2:5][CH2:6][CH2:7][CH2:8][C:9]=2[CH:10]=[CH:11][C:2]=1[B:17]([OH:22])[OH:18]. The catalyst class is: 1. (5) Reactant: [C:1](=[O:22])(OC1C=CC([N+]([O-])=O)=CC=1)[O:2][CH2:3][CH2:4][N:5]1[CH2:10][CH2:9][N:8]([CH3:11])[CH2:7][CH2:6]1.CCN(CC)CC.Cl.Cl.[Cl:32][C:33]1[CH:38]=[CH:37][C:36]([N:39]2[CH2:44][CH2:43][NH:42][CH2:41][CH2:40]2)=[CH:35][CH:34]=1. Product: [NH3:5].[Cl:32][C:33]1[CH:34]=[CH:35][C:36]([N:39]2[CH2:44][CH2:43][N:42]([C:1]([O:2][CH2:3][CH2:4][N:5]3[CH2:6][CH2:7][N:8]([CH3:11])[CH2:9][CH2:10]3)=[O:22])[CH2:41][CH2:40]2)=[CH:37][CH:38]=1. The catalyst class is: 3. (6) Reactant: [CH3:1][NH:2][C:3]1[CH:4]=[CH:5][C:6]2[NH:7][C:8]3[C:13]([S:14][C:15]=2[CH:16]=1)=[CH:12][C:11]([NH:17][CH3:18])=[CH:10][CH:9]=3.[C:19](OC(=O)C)(=[O:21])[CH3:20]. Product: [CH3:1][NH:2][C:3]1[CH:4]=[CH:5][C:6]2[N:7]([C:19](=[O:21])[CH3:20])[C:8]3[C:13]([S:14][C:15]=2[CH:16]=1)=[CH:12][C:11]([NH:17][CH3:18])=[CH:10][CH:9]=3. The catalyst class is: 17. (7) Reactant: [S:1]1[CH2:5][C:4](=[O:6])[NH:3][C:2]1=[O:7].N1CCCC1.[N:13]1([C:19]2[C:20]3[N:28]=[C:27]([CH:29]=O)[CH:26]=[CH:25][C:21]=3[N:22]=[CH:23][N:24]=2)[CH2:18][CH2:17][CH2:16][CH2:15][CH2:14]1. Product: [N:13]1([C:19]2[C:20]3[N:28]=[C:27](/[CH:29]=[C:5]4/[C:4](=[O:6])[NH:3][C:2](=[O:7])[S:1]/4)[CH:26]=[CH:25][C:21]=3[N:22]=[CH:23][N:24]=2)[CH2:18][CH2:17][CH2:16][CH2:15][CH2:14]1. The catalyst class is: 5. (8) Reactant: Br[C:2]1[C:9]([O:10][CH2:11][CH3:12])=[CH:8][C:5]([CH:6]=[O:7])=[CH:4][C:3]=1[O:13][CH2:14][CH3:15].[Cl:16][C:17]1[CH:22]=[C:21]([F:23])[CH:20]=[CH:19][C:18]=1B(O)O.P([O-])([O-])([O-])=O.[K+].[K+].[K+].CN(C=O)C. Product: [Cl:16][C:17]1[CH:22]=[C:21]([F:23])[CH:20]=[CH:19][C:18]=1[C:2]1[C:9]([O:10][CH2:11][CH3:12])=[CH:8][C:5]([CH:6]=[O:7])=[CH:4][C:3]=1[O:13][CH2:14][CH3:15]. The catalyst class is: 12.